From a dataset of Forward reaction prediction with 1.9M reactions from USPTO patents (1976-2016). Predict the product of the given reaction. Given the reactants [Cl:1][C:2]1[CH:10]=[CH:9][C:5]([C:6](Cl)=[O:7])=[CH:4][C:3]=1[S:11]([Cl:14])(=[O:13])=[O:12].[OH:15][CH2:16][CH2:17][N:18]1[CH2:23][CH2:22][O:21][CH2:20][CH2:19]1.S(Cl)(Cl)(=O)=O.CCOCC, predict the reaction product. The product is: [Cl:1][C:2]1[CH:10]=[CH:9][C:5]([C:6]([O:15][CH2:16][CH2:17][N:18]2[CH2:23][CH2:22][O:21][CH2:20][CH2:19]2)=[O:7])=[CH:4][C:3]=1[S:11]([Cl:14])(=[O:13])=[O:12].